Dataset: Full USPTO retrosynthesis dataset with 1.9M reactions from patents (1976-2016). Task: Predict the reactants needed to synthesize the given product. (1) Given the product [F:17][C:2]1([F:1])[CH2:3][C:4]([C:5]([O:7][CH2:8][CH3:9])=[O:6])=[C:12]([OH:14])[CH2:11][CH2:10]1, predict the reactants needed to synthesize it. The reactants are: [F:1][C:2]([F:17])([CH2:10][CH2:11][C:12]([O:14]CC)=O)[CH2:3][CH2:4][C:5]([O:7][CH2:8][CH3:9])=[O:6].CC([O-])(C)C.[K+].Cl. (2) The reactants are: [F:1][C:2]1[CH:9]=[C:8]([CH2:10][CH2:11][OH:12])[CH:7]=[CH:6][C:3]=1[C:4]#[N:5].[CH3:13][S:14](Cl)(=[O:16])=[O:15]. Given the product [CH3:13][S:14]([O:12][CH2:11][CH2:10][C:8]1[CH:7]=[CH:6][C:3]([C:4]#[N:5])=[C:2]([F:1])[CH:9]=1)(=[O:16])=[O:15], predict the reactants needed to synthesize it. (3) Given the product [CH3:24][O:23][C:22]1[C:2]([C:39]2[CH:40]=[CH:41][C:36]([O:35][CH3:34])=[CH:37][CH:38]=2)=[CH:3][C:4]2[C:10]([C:11]3[CH:12]=[C:13]([CH:16]=[CH:17][CH:18]=3)[C:14]#[N:15])=[N:9][CH2:8][C:7](=[O:19])[N:6]([CH3:20])[C:5]=2[CH:21]=1, predict the reactants needed to synthesize it. The reactants are: Br[C:2]1[C:22]([O:23][CH3:24])=[CH:21][C:5]2[N:6]([CH3:20])[C:7](=[O:19])[CH2:8][N:9]=[C:10]([C:11]3[CH:12]=[C:13]([CH:16]=[CH:17][CH:18]=3)[C:14]#[N:15])[C:4]=2[CH:3]=1.C1(B(O)O)C=CC=CC=1.[CH3:34][O:35][C:36]1[CH:41]=[CH:40][C:39](B(O)O)=[CH:38][CH:37]=1. (4) The reactants are: [Cl:1][C:2]1[CH:7]=[C:6]([Cl:8])[CH:5]=[CH:4][C:3]=1[C:9]1[C:14]([N:15]2[CH2:20][CH2:19][N:18](C(OC(C)(C)C)=O)[CH2:17][CH2:16]2)=[CH:13][N:12]=[C:11]([NH:28][CH2:29][CH2:30][NH:31][C:32]2[CH:37]=[CH:36][C:35]([N+:38]([O-:40])=[O:39])=[CH:34][N:33]=2)[N:10]=1.Cl. Given the product [Cl:1][C:2]1[CH:7]=[C:6]([Cl:8])[CH:5]=[CH:4][C:3]=1[C:9]1[C:14]([N:15]2[CH2:16][CH2:17][NH:18][CH2:19][CH2:20]2)=[CH:13][N:12]=[C:11]([NH:28][CH2:29][CH2:30][NH:31][C:32]2[CH:37]=[CH:36][C:35]([N+:38]([O-:40])=[O:39])=[CH:34][N:33]=2)[N:10]=1, predict the reactants needed to synthesize it. (5) Given the product [NH2:1][C:2]1[C:9]([Br:11])=[CH:8][C:7]([Cl:10])=[CH:6][C:3]=1[CH:4]=[O:5], predict the reactants needed to synthesize it. The reactants are: [NH2:1][C:2]1[CH:9]=[CH:8][C:7]([Cl:10])=[CH:6][C:3]=1[CH:4]=[O:5].[Br:11]N1C(=O)CCC1=O. (6) Given the product [CH:35]1([NH:8][C:9]2[N:14]=[N:13][C:12]([NH:15][C:16]([C:18]3[CH:19]=[CH:20][C:21]([O:22][C@@H:23]4[CH2:28][CH2:27][C@H:26]([C:29]([O:31][CH3:32])=[O:30])[CH2:25][CH2:24]4)=[CH:33][CH:34]=3)=[O:17])=[CH:11][CH:10]=2)[CH2:36][CH2:37][CH2:38][CH2:39]1, predict the reactants needed to synthesize it. The reactants are: C([N:8]([CH:35]1[CH2:39][CH2:38][CH2:37][CH2:36]1)[C:9]1[N:14]=[N:13][C:12]([NH:15][C:16]([C:18]2[CH:34]=[CH:33][C:21]([O:22][C@@H:23]3[CH2:28][CH2:27][C@H:26]([C:29]([O:31][CH3:32])=[O:30])[CH2:25][CH2:24]3)=[CH:20][CH:19]=2)=[O:17])=[CH:11][CH:10]=1)C1C=CC=CC=1.CO.Cl.[H][H]. (7) Given the product [Br:14][C:11]1[CH:12]=[CH:13][C:8]([NH:7][C:5](=[O:6])[C:4]2[CH:15]=[CH:16][C:17]([S:18][C:19]3[CH:24]=[CH:23][C:22]([OH:25])=[CH:21][CH:20]=3)=[C:2]([NH:1][C:39]3[C:28]4[CH:33]=[CH:32][C:31]([CH3:34])=[N:30][C:29]=4[N:35]=[CH:36][N:37]=3)[CH:3]=2)=[CH:9][CH:10]=1, predict the reactants needed to synthesize it. The reactants are: [NH2:1][C:2]1[CH:3]=[C:4]([CH:15]=[CH:16][C:17]=1[S:18][C:19]1[CH:24]=[CH:23][C:22]([OH:25])=[CH:21][CH:20]=1)[C:5]([NH:7][C:8]1[CH:13]=[CH:12][C:11]([Br:14])=[CH:10][CH:9]=1)=[O:6].C([C:28]1[C:29]([N:35]=[CH:36][N:37]([CH3:39])C)=[N:30][C:31]([CH3:34])=[CH:32][CH:33]=1)#N.